This data is from Forward reaction prediction with 1.9M reactions from USPTO patents (1976-2016). The task is: Predict the product of the given reaction. (1) The product is: [C:27]([C:3]1[CH:2]=[C:1]2[CH:24]=[C:22]3[N:23]=[C:19]([CH:18]=[C:16]4[NH:17][C:13](=[CH:12][C:10]5[CH:9]=[CH:8][C:7](=[CH:6][C:4]=1[NH:5]2)[N:11]=5)[CH:14]=[CH:15]4)[CH:20]=[CH:21]3)#[CH:28]. Given the reactants [C:1]12[CH:24]=[C:22]3[N:23]=[C:19]([CH:20]=[CH:21]3)[CH:18]=[C:16]3[NH:17][C:13]([CH:14]=[CH:15]3)=[CH:12][C:10]3=[N:11][C:7]([CH:8]=[CH:9]3)=[CH:6][C:4]([NH:5]1)=[CH:3][CH:2]=2.[OH-].[Na+].[C:27]1(C)C=CC=C[CH:28]=1, predict the reaction product. (2) Given the reactants C([N:8]1[CH2:12][CH2:11][CH:10]([NH:13][C:14](=[O:21])[CH2:15][C:16]([O:18][CH2:19][CH3:20])=[O:17])[CH2:9]1)C1C=CC=CC=1.[H][H], predict the reaction product. The product is: [O:21]=[C:14]([NH:13][CH:10]1[CH2:11][CH2:12][NH:8][CH2:9]1)[CH2:15][C:16]([O:18][CH2:19][CH3:20])=[O:17]. (3) Given the reactants [Cl:1][C:2]1[CH:18]=[CH:17][C:5]2[CH2:6][CH2:7][N:8]([C:11](=[O:16])[C:12]([F:15])([F:14])[F:13])[CH2:9][CH2:10][C:4]=2[C:3]=1OS(C(F)(F)F)(=O)=O.[CH2:27]([O:29][C:30]1[CH:37]=[CH:36][C:33]([CH2:34][NH2:35])=[CH:32][C:31]=1[Cl:38])[CH3:28], predict the reaction product. The product is: [Cl:1][C:2]1[CH:18]=[CH:17][C:5]2[CH2:6][CH2:7][N:8]([C:11](=[O:16])[C:12]([F:15])([F:14])[F:13])[CH2:9][CH2:10][C:4]=2[C:3]=1[NH:35][CH2:34][C:33]1[CH:36]=[CH:37][C:30]([O:29][CH2:27][CH3:28])=[C:31]([Cl:38])[CH:32]=1. (4) Given the reactants Cl[C:2]1[C:10]([N+:11]([O-:13])=[O:12])=[CH:9][C:8]([N+:14]([O-:16])=[O:15])=[CH:7][C:3]=1[C:4]([NH2:6])=[O:5].[Li+].[Br-:18].[N:19]1([CH2:22][CH2:23][OH:24])[CH2:21][CH2:20]1.O, predict the reaction product. The product is: [Br:18][CH2:21][CH2:20][N:19]([CH2:22][CH2:23][OH:24])[C:2]1[C:10]([N+:11]([O-:13])=[O:12])=[CH:9][C:8]([N+:14]([O-:16])=[O:15])=[CH:7][C:3]=1[C:4]([NH2:6])=[O:5]. (5) The product is: [ClH:8].[NH2:9][CH2:10][C:11](=[O:17])[CH2:12][CH2:13][C:14]([O:7][CH:2]([CH3:1])[CH2:3][CH2:4][CH2:5][CH3:6])=[O:15]. Given the reactants [CH3:1][CH:2]([OH:7])[CH2:3][CH2:4][CH2:5][CH3:6].[ClH:8].[NH2:9][CH2:10][C:11](=[O:17])[CH2:12][CH2:13][C:14](O)=[O:15], predict the reaction product.